This data is from Forward reaction prediction with 1.9M reactions from USPTO patents (1976-2016). The task is: Predict the product of the given reaction. Given the reactants [C:1]([NH:18][CH2:19][CH2:20][CH2:21][CH2:22][CH2:23][CH2:24][CH2:25][CH2:26][CH2:27][CH2:28]CC=C)([O:3][CH2:4][CH:5]1[C:17]2[C:12](=[CH:13][CH:14]=[CH:15][CH:16]=2)[C:11]2[C:6]1=[CH:7][CH:8]=[CH:9][CH:10]=2)=[O:2].C(N([CH2:37][CH3:38])CC)C.CCCCCCC.[OH2:46], predict the reaction product. The product is: [C:1]([N:18]([CH2:19][CH2:20][CH2:21][CH2:22][CH2:23][CH2:24][CH2:25][CH2:26][CH2:27][CH3:28])[CH2:38][CH:37]=[O:46])([O:3][CH2:4][CH:5]1[C:6]2[C:11](=[CH:12][CH:13]=[CH:14][CH:7]=2)[C:10]2[C:17]1=[CH:16][CH:15]=[CH:8][CH:9]=2)=[O:2].